From a dataset of Peptide-MHC class I binding affinity with 185,985 pairs from IEDB/IMGT. Regression. Given a peptide amino acid sequence and an MHC pseudo amino acid sequence, predict their binding affinity value. This is MHC class I binding data. (1) The peptide sequence is ISHNFCNL. The MHC is Mamu-B01 with pseudo-sequence Mamu-B01. The binding affinity (normalized) is 0.00336. (2) The peptide sequence is YLRNAGAAM. The MHC is HLA-B15:42 with pseudo-sequence HLA-B15:42. The binding affinity (normalized) is 0.213. (3) The peptide sequence is SYLNETHFS. The MHC is HLA-B07:02 with pseudo-sequence HLA-B07:02. The binding affinity (normalized) is 0.152. (4) The peptide sequence is LPFMSDMSS. The MHC is H-2-Kb with pseudo-sequence H-2-Kb. The binding affinity (normalized) is 0.116. (5) The peptide sequence is RVAAVKAPR. The MHC is HLA-A31:01 with pseudo-sequence HLA-A31:01. The binding affinity (normalized) is 0.996. (6) The peptide sequence is AVITETIPI. The MHC is HLA-A02:01 with pseudo-sequence HLA-A02:01. The binding affinity (normalized) is 0.432. (7) The peptide sequence is DIVGGLFTY. The MHC is HLA-A02:11 with pseudo-sequence HLA-A02:11. The binding affinity (normalized) is 0.0847. (8) The peptide sequence is RRWRRRWQQ. The MHC is HLA-B27:05 with pseudo-sequence HLA-B27:05. The binding affinity (normalized) is 0.616.